The task is: Predict which catalyst facilitates the given reaction.. This data is from Catalyst prediction with 721,799 reactions and 888 catalyst types from USPTO. Reactant: [CH3:1][C:2]1[CH:3]=[N:4][C:5]([CH2:11][S+:12]([O-:24])[C:13]2[NH:14][C:15]3[CH:16]=[CH:17][C:18]([O:22][CH3:23])=[CH:19][C:20]=3[N:21]=2)=[C:6]([CH3:10])[C:7]=1[O:8][CH3:9].C[O-].[Na+:27].CO. Product: [CH3:1][C:2]1[CH:3]=[N:4][C:5]([CH2:11][S+:12]([O-:24])[C:13]2[N-:14][C:15]3[CH:16]=[CH:17][C:18]([O:22][CH3:23])=[CH:19][C:20]=3[N:21]=2)=[C:6]([CH3:10])[C:7]=1[O:8][CH3:9].[Na+:27]. The catalyst class is: 824.